This data is from TCR-epitope binding with 47,182 pairs between 192 epitopes and 23,139 TCRs. The task is: Binary Classification. Given a T-cell receptor sequence (or CDR3 region) and an epitope sequence, predict whether binding occurs between them. The epitope is LPAADLDDF. The TCR CDR3 sequence is CASSLVSGGTEAFF. Result: 0 (the TCR does not bind to the epitope).